From a dataset of Catalyst prediction with 721,799 reactions and 888 catalyst types from USPTO. Predict which catalyst facilitates the given reaction. (1) Reactant: [CH3:1][O:2][C:3]1[CH:8]=[CH:7][CH:6]=[CH:5][C:4]=1[NH:9][CH2:10][CH:11]([NH:18]C(=O)OC(C)(C)C)[C:12]1[CH:17]=[CH:16][CH:15]=[CH:14][CH:13]=1. Product: [NH2:18][CH:11]([C:12]1[CH:17]=[CH:16][CH:15]=[CH:14][CH:13]=1)[CH2:10][NH:9][C:4]1[CH:5]=[CH:6][CH:7]=[CH:8][C:3]=1[O:2][CH3:1]. The catalyst class is: 89. (2) Reactant: [CH3:1][N:2]1[CH2:7][CH2:6][N:5]2[N:8]=[C:9]([N+:11]([O-:13])=[O:12])[CH:10]=[C:4]2[CH2:3]1.[CH:14]1(N)C[CH2:15]1. Product: [CH:1]1([N:2]2[CH2:7][CH2:6][N:5]3[N:8]=[C:9]([N+:11]([O-:13])=[O:12])[CH:10]=[C:4]3[CH2:3]2)[CH2:15][CH2:14]1. The catalyst class is: 1. (3) Product: [CH2:30]([Sn:12]([CH2:8][CH2:9][CH2:10][CH3:11])([CH2:26][CH2:27][CH2:28][CH3:29])[C:2]1[N:3]=[N:4][CH:5]=[CH:6][CH:7]=1)[CH2:31][CH2:32][CH3:33]. Reactant: Br[C:2]1[N:3]=[N:4][CH:5]=[CH:6][CH:7]=1.[CH2:8]([Sn:12]([CH2:30][CH2:31][CH2:32][CH3:33])([CH2:26][CH2:27][CH2:28][CH3:29])[Sn:12]([CH2:26][CH2:27][CH2:28][CH3:29])([CH2:30][CH2:31][CH2:32][CH3:33])[CH2:8][CH2:9][CH2:10][CH3:11])[CH2:9][CH2:10][CH3:11].C(Cl)Cl. The catalyst class is: 12. (4) Reactant: [OH:1][C@@H:2]1[CH2:7][CH2:6][CH2:5][CH2:4][C@H:3]1[NH:8][C:9]1[S:10][C:11]2[CH:17]=[C:16]([CH2:18][N:19]3[C:23]4=[N:24][CH:25]=[C:26]([C:28](O)=[O:29])[CH:27]=[C:22]4[N:21]=[CH:20]3)[CH:15]=[CH:14][C:12]=2[N:13]=1.CN.F[P-](F)(F)(F)(F)F.[N:40]1(O[P+](N(C)C)(N(C)C)N(C)C)[C:44]2C=CC=CC=2N=N1. Product: [OH:1][C@@H:2]1[CH2:7][CH2:6][CH2:5][CH2:4][C@H:3]1[NH:8][C:9]1[S:10][C:11]2[CH:17]=[C:16]([CH2:18][N:19]3[C:23]4=[N:24][CH:25]=[C:26]([C:28]([NH:40][CH3:44])=[O:29])[CH:27]=[C:22]4[N:21]=[CH:20]3)[CH:15]=[CH:14][C:12]=2[N:13]=1. The catalyst class is: 1. (5) Reactant: [F:1][C:2]1[C:7]([O:8][CH3:9])=[CH:6][C:5]([O:10][CH3:11])=[C:4]([F:12])[C:3]=1[N:13]1[CH2:18][C:17]2[CH:19]=[N:20][C:21]([NH:23]CC3C=CC(OC)=CC=3)=[CH:22][C:16]=2[N:15]([CH3:33])[C:14]1=[O:34]. Product: [NH2:23][C:21]1[N:20]=[CH:19][C:17]2[CH2:18][N:13]([C:3]3[C:2]([F:1])=[C:7]([O:8][CH3:9])[CH:6]=[C:5]([O:10][CH3:11])[C:4]=3[F:12])[C:14](=[O:34])[N:15]([CH3:33])[C:16]=2[CH:22]=1. The catalyst class is: 67. (6) Reactant: [Cl:1][C:2]1[C:3]2[NH:10][CH:9]=[CH:8][C:4]=2[N:5]=[CH:6][N:7]=1.Br[CH2:12][C:13]([NH2:15])=[O:14].C(=O)([O-])[O-].[Cs+].[Cs+].CN(C)C=O. Product: [Cl:1][C:2]1[C:3]2[N:10]([CH2:12][C:13]([NH2:15])=[O:14])[CH:9]=[CH:8][C:4]=2[N:5]=[CH:6][N:7]=1. The catalyst class is: 6. (7) Reactant: [Cl:1][C:2]1[C:3]([N+:26]([O-])=O)=[CH:4][C:5]([CH3:25])=[C:6]([CH:24]=1)[O:7][CH2:8][CH2:9][CH2:10][N:11]1[CH2:16][CH2:15][N:14]([C:17]([O:19][C:20]([CH3:23])([CH3:22])[CH3:21])=[O:18])[CH2:13][CH2:12]1.C([O-])=O.[NH4+].C1(C)C=CC=CC=1. Product: [NH2:26][C:3]1[C:2]([Cl:1])=[CH:24][C:6]([O:7][CH2:8][CH2:9][CH2:10][N:11]2[CH2:16][CH2:15][N:14]([C:17]([O:19][C:20]([CH3:23])([CH3:21])[CH3:22])=[O:18])[CH2:13][CH2:12]2)=[C:5]([CH3:25])[CH:4]=1. The catalyst class is: 150. (8) Reactant: [CH3:1][C:2]1[CH:7]=[C:6]([CH:8]2[CH2:13][CH2:12][CH:11]([CH:14]([CH3:18])C(O)=O)[CH2:10][CH2:9]2)[CH:5]=[CH:4][N:3]=1.P([N:35]=[N+]=[N-])(=O)(OC1C=CC=CC=1)OC1C=CC=CC=1.C(N(CC)CC)C.[OH-].[Li+].[N-]=C=O. Product: [CH3:1][C:2]1[CH:7]=[C:6]([CH:8]2[CH2:13][CH2:12][CH:11]([CH:14]([NH2:35])[CH3:18])[CH2:10][CH2:9]2)[CH:5]=[CH:4][N:3]=1. The catalyst class is: 93. (9) Reactant: [F:1][C:2]1[C:7]([NH:8][C:9]2[C:14]([C:15]3[N:23]=[CH:22][N:21]=[C:20]4[C:16]=3[N:17]=[CH:18][N:19]4C3CCCCO3)=[CH:13][CH:12]=[CH:11][N:10]=2)=[C:6]([F:30])[CH:5]=[CH:4][C:3]=1[NH:31][S:32]([CH2:35][CH2:36][CH3:37])(=[O:34])=[O:33].C(O)(C(F)(F)F)=O.C([O-])(O)=O.[Na+]. Product: [N:23]1[C:15]([C:14]2[C:9]([NH:8][C:7]3[C:2]([F:1])=[C:3]([NH:31][S:32]([CH2:35][CH2:36][CH3:37])(=[O:33])=[O:34])[CH:4]=[CH:5][C:6]=3[F:30])=[N:10][CH:11]=[CH:12][CH:13]=2)=[C:16]2[C:20]([NH:19][CH:18]=[N:17]2)=[N:21][CH:22]=1. The catalyst class is: 5. (10) Reactant: [Cl:1][C:2]1[C:3]([CH3:15])=[C:4]([NH:8][C:9](=[O:14])[C:10]([CH3:13])([CH3:12])[CH3:11])[CH:5]=[CH:6][CH:7]=1.[Br:16]Br. Product: [Br:16][C:7]1[CH:6]=[CH:5][C:4]([NH:8][C:9](=[O:14])[C:10]([CH3:11])([CH3:12])[CH3:13])=[C:3]([CH3:15])[C:2]=1[Cl:1]. The catalyst class is: 52.